From a dataset of Peptide-MHC class I binding affinity with 185,985 pairs from IEDB/IMGT. Regression. Given a peptide amino acid sequence and an MHC pseudo amino acid sequence, predict their binding affinity value. This is MHC class I binding data. (1) The peptide sequence is RQFPTACEF. The MHC is Mamu-B52 with pseudo-sequence Mamu-B52. The binding affinity (normalized) is 0.496. (2) The peptide sequence is HPDIVIYQY. The MHC is HLA-B44:02 with pseudo-sequence HLA-B44:02. The binding affinity (normalized) is 0. (3) The peptide sequence is ERPIFPHPSKPTFLP. The MHC is HLA-B54:01 with pseudo-sequence HLA-B54:01. The binding affinity (normalized) is 0.0445. (4) The peptide sequence is RTFGQPLFF. The MHC is HLA-A02:12 with pseudo-sequence HLA-A02:12. The binding affinity (normalized) is 0.0847. (5) The MHC is HLA-B35:01 with pseudo-sequence HLA-B35:01. The peptide sequence is SREVISHRL. The binding affinity (normalized) is 0.0871. (6) The peptide sequence is FSFPQITLW. The MHC is HLA-A31:01 with pseudo-sequence HLA-A31:01. The binding affinity (normalized) is 0.0847. (7) The peptide sequence is ETKLGKAGY. The MHC is HLA-A68:02 with pseudo-sequence HLA-A68:02. The binding affinity (normalized) is 0.